Dataset: Experimentally validated miRNA-target interactions with 360,000+ pairs, plus equal number of negative samples. Task: Binary Classification. Given a miRNA mature sequence and a target amino acid sequence, predict their likelihood of interaction. (1) The miRNA is mmu-miR-3081-3p with sequence UUGCGCUCCGAUCUCUGAGCUGG. The protein sequence of the target gene is MVLAQRRRGGCEKLRAGPQAVLASGSGFCDNMLADLGLIGTIGEDDEVPVEPESDSGDEEEEGPIVLGRRQKALGKNRSADFNPDFVFTEKEGTYDGSWALADVMSQLKKKRAATTLDEKIEKVRKKRKTEDKEAKSGKLEKEKEAKEGSEPKEQEDLQENDEEGSEDEASETDYSSADENILTKADTLKVKDRKKKKKKGQEAGGFFEDASQYDENLSFQDMNLSRPLLKAITAMGFKQPTPIQKACIPVGLLGKDICACAATGTGKTAAFALPVLERLIYKPRQAPVTRVLVLVPTRE.... Result: 0 (no interaction). (2) The miRNA is mmu-miR-1190 with sequence UCAGCUGAGGUUCCCCUCUGUC. The protein sequence of the target gene is MEIKEEGASEEGQHFLPTAQANDPGDCQFTSIQKTPNEPQLEFILACKDLVAPVRDRKLNTLVQISVIHPVEQSLTRYSSTEIVEGTRDPLFLTGVTFPSEYPIYEETKIKLTVYDVKDKSHDTVRTSVLPEHKDPPPEVGRSFLGYASFKVGELLKSKEQLLVLSLRTSDGGKVVGTIEVSVVKMGEIEDGEADHITTDVQGQKCALVCECTAPESVSGKDNLPFLNSVLKNPVCKLYRFPTSDNKWMRIREQMSESILSFHIPKELISLHIKEDLCRNQEIKELGELSPHWDNLRKNV.... Result: 0 (no interaction). (3) The miRNA is hsa-miR-93-5p with sequence CAAAGUGCUGUUCGUGCAGGUAG. The protein sequence of the target gene is MILTKAQYDEIAQCLVSVPPTRQSLRKLKQRFPSQSQATLLSIFSQEYQKHIKRTHAKHHTSEAIESYYQRYLNGVVKNGAAPVLLDLANEVDYAPSLMARLILERFLQEHEETPPSKSIINSMLRDPSQIPDGVLANQVYQCIVNDCCYGPLVDCIKHAIGHEHEVLLRDLLLEKNLSFLDEDQLRAKGYDKTPDFILQVPVAVEGHIIHWIESKASFGDECSHHAYLHDQFWSYWNRFGPGLVIYWYGFIQELDCNRERGILLKACFPTNIVTLCHSIA. Result: 1 (interaction). (4) The miRNA is hsa-miR-106b-5p with sequence UAAAGUGCUGACAGUGCAGAU. The protein sequence of the target gene is MPRPELPLPEGWEEARDFDGKVYYIDHTNRTTSWIDPRDRYTKPLTFADCISDELPLGWEEAYDPQVGDYFIDHNTKTTQIEDPRVQWRREQEHMLKDYLVVAQEALSAQKEIYQVKQQRLELAQQEYQQLHAVWEHKLGSQVSLVSGSSSSSKYDPEILKAEIATAKSRVNKLKREMVHLQHELQFKERGFQTLKKIDKKMSDAQGSYKLDEAQAVLRETKAIKKAITCGEKEKQDLIKSLAMLKDGFRTDRGSHSDLWSSSSSLESSSFPLPKQYLDVSSQTDISGSFGINSNNQLAE.... Result: 1 (interaction). (5) The miRNA is hsa-miR-7975 with sequence AUCCUAGUCACGGCACCA. The protein sequence of the target gene is MAILVRPRLLAALAPTFLGCLLLQVIAGAGIPEKAFNLTWISTDFKTILEWQPKPTNYTYTVQISDRSRNWKNKCFSTTDTECDLTDEIVKDVTWAYEAKVLSVPRRNSVHGDGDQLVIHGEEPPFTNAPKFLPYRDTNLGQPVIQQFEQDGRKLNVVVKDSLTLVRKNGTFLTLRQVFGKDLGYIITYRKGSSTGKKTNITNTNEFSIDVEEGVSYCFFVQAMIFSRKTNQNSPGSSTVCTEQWKSFLGETLIIVGAVVLLATIFIILLSISLCKRRKNRAGQKGKNTPSRLA. Result: 0 (no interaction).